Predict the reaction yield, written as a fraction of the theoretical maximum amount of product (1.0 means a 100% yield; for example, 0.34 means a 34% yield). From a dataset of Reaction yield outcomes from USPTO patents with 853,638 reactions. (1) The reactants are [F:1][C:2]1[CH:3]=[C:4]([C@@:15]([C:24]2[CH:29]=[CH:28][C:27]([F:30])=[CH:26][CH:25]=2)([NH2:23])[CH2:16][C:17]2[CH:22]=[CH:21][CH:20]=[CH:19][CH:18]=2)[CH:5]=[C:6]([O:8][C:9]([F:14])([F:13])[CH:10]([F:12])[F:11])[CH:7]=1.N[C:32](=[O:57])[CH:33]([NH:39][C:40](=[O:56])[O:41][CH2:42][CH:43]1[C:55]2[CH:54]=[CH:53][CH:52]=[CH:51][C:50]=2[C:49]2[C:44]1=[CH:45][CH:46]=[CH:47][CH:48]=2)[CH2:34][C:35]([F:38])([F:37])[F:36].C1CN([P+](Br)(N2CCCC2)N2CCCC2)CC1.F[P-](F)(F)(F)(F)F.CCN(C(C)C)C(C)C. The catalyst is C(Cl)Cl. The product is [F:36][C:35]([F:37])([F:38])[CH2:34][CH:33]([NH:39][C:40](=[O:56])[O:41][CH2:42][CH:43]1[C:44]2[CH:45]=[CH:46][CH:47]=[CH:48][C:49]=2[C:50]2[C:55]1=[CH:54][CH:53]=[CH:52][CH:51]=2)[C:32]([NH:23][C@@:15]([C:4]1[CH:5]=[C:6]([O:8][C:9]([F:14])([F:13])[CH:10]([F:12])[F:11])[CH:7]=[C:2]([F:1])[CH:3]=1)([C:24]1[CH:29]=[CH:28][C:27]([F:30])=[CH:26][CH:25]=1)[CH2:16][C:17]1[CH:22]=[CH:21][CH:20]=[CH:19][CH:18]=1)=[O:57]. The yield is 0.380. (2) The reactants are [F:1][C:2]1[CH:3]=[C:4]([CH:8]2[CH2:12][CH2:11][CH2:10][N:9]2[C:13]2[CH:18]=[CH:17][N:16]3[N:19]=[CH:20][C:21]([C:22]([O:24]CC)=[O:23])=[C:15]3[N:14]=2)[CH:5]=[N:6][CH:7]=1.[OH-].[Na+].C(O)(=O)CC(CC(O)=O)(C(O)=O)O.[Na+].[Cl-]. The catalyst is CO. The product is [F:1][C:2]1[CH:3]=[C:4]([CH:8]2[CH2:12][CH2:11][CH2:10][N:9]2[C:13]2[CH:18]=[CH:17][N:16]3[N:19]=[CH:20][C:21]([C:22]([OH:24])=[O:23])=[C:15]3[N:14]=2)[CH:5]=[N:6][CH:7]=1. The yield is 0.990.